Predict which catalyst facilitates the given reaction. From a dataset of Catalyst prediction with 721,799 reactions and 888 catalyst types from USPTO. Reactant: [Cl:1][CH2:2][C:3]([NH:5][C:6]1[CH:14]=[N:13][CH:12]=[CH:11][C:7]=1[C:8]([NH2:10])=[O:9])=O.C([O-])([O-])=O.[K+].[K+]. Product: [Cl:1][CH2:2][C:3]1[NH:10][C:8](=[O:9])[C:7]2[CH:11]=[CH:12][N:13]=[CH:14][C:6]=2[N:5]=1. The catalyst class is: 6.